This data is from Reaction yield outcomes from USPTO patents with 853,638 reactions. The task is: Predict the reaction yield, written as a fraction of the theoretical maximum amount of product (1.0 means a 100% yield; for example, 0.34 means a 34% yield). (1) The reactants are O=[C:2]([CH3:9])[CH2:3][C:4]([O:6]CC)=O.[NH:10]([C:12]1[N:17]=[C:16]([C:18]([F:21])([F:20])[F:19])[CH:15]=[CH:14][N:13]=1)[NH2:11].C([O-])(=O)C.[Na+]. The catalyst is C(O)(=O)C. The product is [CH3:9][C:2]1[NH:11][N:10]([C:12]2[N:17]=[C:16]([C:18]([F:20])([F:19])[F:21])[CH:15]=[CH:14][N:13]=2)[C:4](=[O:6])[CH:3]=1. The yield is 0.290. (2) The reactants are Br[CH2:2][C:3]1[CH:8]=[CH:7][CH:6]=[CH:5][C:4]=1[O:9][CH3:10].[O:11]1[CH:15]=[CH:14][CH:13]=[C:12]1[CH2:16][NH:17][S:18]([C:21]1[CH:29]=[CH:28][C:24]([C:25]([OH:27])=[O:26])=[CH:23][CH:22]=1)(=[O:20])=[O:19]. No catalyst specified. The product is [O:11]1[CH:15]=[CH:14][CH:13]=[C:12]1[CH2:16][N:17]([CH2:2][C:3]1[CH:8]=[CH:7][CH:6]=[CH:5][C:4]=1[O:9][CH3:10])[S:18]([C:21]1[CH:29]=[CH:28][C:24]([C:25]([OH:27])=[O:26])=[CH:23][CH:22]=1)(=[O:20])=[O:19]. The yield is 0.350. (3) The reactants are [F:1][C:2]1[CH:3]=[CH:4][C:5](I)=[C:6]([CH:10]=1)[C:7]([OH:9])=[O:8].[N:12]1[NH:13][N:14]=[CH:15][CH:16]=1.C([O-])([O-])=O.[Cs+].[Cs+].CN[C@@H]1CCCC[C@H]1NC. The catalyst is O.[Cu]I.CN(C=O)C. The product is [F:1][C:2]1[CH:3]=[CH:4][C:5]([N:13]2[N:14]=[CH:15][CH:16]=[N:12]2)=[C:6]([CH:10]=1)[C:7]([OH:9])=[O:8]. The yield is 0.710. (4) The reactants are [NH2:1][CH:2]([C:6]1[CH:11]=[CH:10][C:9]([Br:12])=[CH:8][CH:7]=1)[C:3]([NH2:5])=[O:4].[C:13]1(=O)[CH2:18][CH2:17][CH2:16][CH2:15][CH2:14]1. The yield is 0.610. The product is [Br:12][C:9]1[CH:10]=[CH:11][C:6]([CH:2]2[NH:1][C:13]3([CH2:18][CH2:17][CH2:16][CH2:15][CH2:14]3)[NH:5][C:3]2=[O:4])=[CH:7][CH:8]=1. The catalyst is CO. (5) The reactants are [F:1][C:2]1[CH:7]=[CH:6][C:5]([F:8])=[CH:4][C:3]=1[CH:9]=[CH:10][C:11]([NH:13][C@H:14]([C:25]([O:27]C)=[O:26])[CH2:15][C:16]1[C:24]2[C:19](=[CH:20][CH:21]=[CH:22][CH:23]=2)[NH:18][CH:17]=1)=[O:12].[OH-].[Na+]. The yield is 0.990. The product is [F:1][C:2]1[CH:7]=[CH:6][C:5]([F:8])=[CH:4][C:3]=1[CH:9]=[CH:10][C:11]([NH:13][C@H:14]([C:25]([OH:27])=[O:26])[CH2:15][C:16]1[C:24]2[C:19](=[CH:20][CH:21]=[CH:22][CH:23]=2)[NH:18][CH:17]=1)=[O:12]. The catalyst is CO. (6) The catalyst is C1COCC1.C(OCC)(=O)C.C(O)C. The product is [CH3:26][C:27]1([CH3:35])[O:31][C@@H:30]([CH2:32][O:33][NH:34][C:18]([C:10]2[S:11][C:12]3=[CH:13][N:14]=[CH:15][CH:16]=[C:17]3[C:9]=2[NH:8][C:5]2[CH:6]=[CH:7][C:2]([Br:1])=[CH:3][C:4]=2[F:23])=[O:20])[CH2:29][O:28]1. The reactants are [Br:1][C:2]1[CH:7]=[CH:6][C:5]([NH:8][C:9]2[C:17]3[C:12](=[CH:13][N:14]=[CH:15][CH:16]=3)[S:11][C:10]=2[C:18]([O:20]CC)=O)=[C:4]([F:23])[CH:3]=1.[OH-].[Na+].[CH3:26][C:27]1([CH3:35])[O:31][C@@H:30]([CH2:32][O:33][NH2:34])[CH2:29][O:28]1.CCN=C=NCCCN(C)C.C1C=CC2N(O)N=NC=2C=1.CCN(C(C)C)C(C)C. The yield is 0.770.